This data is from Catalyst prediction with 721,799 reactions and 888 catalyst types from USPTO. The task is: Predict which catalyst facilitates the given reaction. (1) Reactant: [Br:1][C:2]1[CH:17]=[CH:16][C:5]([C:6]([NH:8][CH:9](O)[C:10]([Cl:14])([Cl:13])[CH2:11][CH3:12])=[O:7])=[CH:4][CH:3]=1.P(Cl)(Cl)(Cl)(Cl)Cl.[Cl:24][C:25]1[CH:31]=[CH:30][C:28]([NH2:29])=[CH:27][CH:26]=1. Product: [Br:1][C:2]1[CH:17]=[CH:16][C:5]([C:6]([NH:8][CH:9]([NH:29][C:28]2[CH:30]=[CH:31][C:25]([Cl:24])=[CH:26][CH:27]=2)[C:10]([Cl:14])([Cl:13])[CH2:11][CH3:12])=[O:7])=[CH:4][CH:3]=1. The catalyst class is: 22. (2) Reactant: [F:1][C:2]1[CH:24]=[CH:23][CH:22]=[CH:21][C:3]=1[CH2:4][C:5]1[N:9]([CH2:10][C:11]2[CH:16]=[CH:15][C:14]([O:17][CH3:18])=[CH:13][CH:12]=2)[N:8]=[CH:7][C:6]=1[CH:19]=O.Cl.[NH2:26][OH:27].C([O-])(=O)C.[Na+].CO. Product: [F:1][C:2]1[CH:24]=[CH:23][CH:22]=[CH:21][C:3]=1[CH2:4][C:5]1[N:9]([CH2:10][C:11]2[CH:16]=[CH:15][C:14]([O:17][CH3:18])=[CH:13][CH:12]=2)[N:8]=[CH:7][C:6]=1[CH:19]=[N:26][OH:27]. The catalyst class is: 6.